This data is from Cav3 T-type calcium channel HTS with 100,875 compounds. The task is: Binary Classification. Given a drug SMILES string, predict its activity (active/inactive) in a high-throughput screening assay against a specified biological target. (1) The compound is O=C(N1CCN(CC1)C(=O)C1CCC=CC1)C1CCC=CC1. The result is 0 (inactive). (2) The result is 0 (inactive). The compound is n1c(c2c(CCC2)c2c1n[nH]c2N)CCC.